This data is from Full USPTO retrosynthesis dataset with 1.9M reactions from patents (1976-2016). The task is: Predict the reactants needed to synthesize the given product. Given the product [F:28][C:17]1[CH:16]=[C:15]([C:10]2[C:5]([O:4][CH:1]([CH3:3])[CH3:2])=[N:6][CH:7]=[CH:8][CH:9]=2)[CH:20]=[CH:19][C:18]=1[C:21]1[N:22]=[CH:23][C:24]([NH2:27])=[N:25][CH:26]=1, predict the reactants needed to synthesize it. The reactants are: [CH:1]([O:4][C:5]1[C:10](B(O)O)=[CH:9][CH:8]=[CH:7][N:6]=1)([CH3:3])[CH3:2].Br[C:15]1[CH:20]=[CH:19][C:18]([C:21]2[N:22]=[CH:23][C:24]([NH2:27])=[N:25][CH:26]=2)=[C:17]([F:28])[CH:16]=1.